Dataset: Full USPTO retrosynthesis dataset with 1.9M reactions from patents (1976-2016). Task: Predict the reactants needed to synthesize the given product. (1) Given the product [CH:1]1([CH2:7][C:8]2[N:12]3[CH:13]=[CH:14][C:15]([C:17]([NH:24][C:25]4[CH:30]=[CH:29][N:28]=[CH:27][CH:26]=4)=[O:19])=[CH:16][C:11]3=[N:10][C:9]=2[C:20]([F:23])([F:22])[F:21])[CH2:2][CH2:3][CH2:4][CH2:5][CH2:6]1, predict the reactants needed to synthesize it. The reactants are: [CH:1]1([CH2:7][C:8]2[N:12]3[CH:13]=[CH:14][C:15]([C:17]([OH:19])=O)=[CH:16][C:11]3=[N:10][C:9]=2[C:20]([F:23])([F:22])[F:21])[CH2:6][CH2:5][CH2:4][CH2:3][CH2:2]1.[NH2:24][C:25]1[CH:30]=[CH:29][N:28]=[CH:27][CH:26]=1. (2) Given the product [Cl:8][C:5]1[CH:6]=[CH:7][C:2]([NH:1][S:23](/[CH:22]=[CH:21]/[C:16]2[CH:17]=[CH:18][C:19]([Cl:20])=[C:14]([Cl:13])[CH:15]=2)(=[O:25])=[O:24])=[C:3]([S:9]([NH2:12])(=[O:11])=[O:10])[CH:4]=1, predict the reactants needed to synthesize it. The reactants are: [NH2:1][C:2]1[CH:7]=[CH:6][C:5]([Cl:8])=[CH:4][C:3]=1[S:9]([NH2:12])(=[O:11])=[O:10].[Cl:13][C:14]1[CH:15]=[C:16](/[CH:21]=[CH:22]/[S:23](Cl)(=[O:25])=[O:24])[CH:17]=[CH:18][C:19]=1[Cl:20]. (3) Given the product [NH2:15][C:8]1[CH:7]=[C:6]([S:3]([NH:2][CH3:1])(=[O:4])=[O:5])[CH:11]=[C:10]([N+:12]([O-:14])=[O:13])[CH:9]=1, predict the reactants needed to synthesize it. The reactants are: [CH3:1][NH:2][S:3]([C:6]1[CH:11]=[C:10]([N+:12]([O-:14])=[O:13])[CH:9]=[C:8]([N+:15]([O-])=O)[CH:7]=1)(=[O:5])=[O:4].[NH4+]=S.